From a dataset of Catalyst prediction with 721,799 reactions and 888 catalyst types from USPTO. Predict which catalyst facilitates the given reaction. Reactant: C(OC(=O)[NH:7][C:8]1[C:13]([F:14])=[C:12]([O:15][CH3:16])[CH:11]=[C:10]([O:17][CH3:18])[C:9]=1[F:19])(C)(C)C. Product: [F:14][C:13]1[C:12]([O:15][CH3:16])=[CH:11][C:10]([O:17][CH3:18])=[C:9]([F:19])[C:8]=1[NH2:7]. The catalyst class is: 55.